Dataset: Forward reaction prediction with 1.9M reactions from USPTO patents (1976-2016). Task: Predict the product of the given reaction. (1) Given the reactants [H-].[Na+].[CH:3]1([N:7]2[CH2:13][CH2:12][C:11]3[CH:14]=[C:15]([OH:18])[CH:16]=[CH:17][C:10]=3[CH2:9][CH2:8]2)[CH2:6][CH2:5][CH2:4]1.Br[C:20]1[S:21][C:22]([N+:25]([O-:27])=[O:26])=[CH:23][N:24]=1, predict the reaction product. The product is: [CH:3]1([N:7]2[CH2:8][CH2:9][C:10]3[CH:17]=[CH:16][C:15]([O:18][C:20]4[S:21][C:22]([N+:25]([O-:27])=[O:26])=[CH:23][N:24]=4)=[CH:14][C:11]=3[CH2:12][CH2:13]2)[CH2:6][CH2:5][CH2:4]1. (2) Given the reactants [H-].[H-].[H-].[H-].[Li+].[Al+3].[CH2:7]([O:14][CH2:15][C@H:16]([CH2:28][CH2:29][CH:30]=[CH2:31])[C:17](N1[C@H](C(C)C)COC1=O)=[O:18])[C:8]1[CH:13]=[CH:12][CH:11]=[CH:10][CH:9]=1.[F-].[K+], predict the reaction product. The product is: [CH2:7]([O:14][CH2:15][C@H:16]([CH2:28][CH2:29][CH:30]=[CH2:31])[CH2:17][OH:18])[C:8]1[CH:13]=[CH:12][CH:11]=[CH:10][CH:9]=1. (3) Given the reactants [CH3:1][C:2]1[C:6]([C:7]2[CH:8]=[C:9]([C:26](=[O:31])N(OC)C)[C:10]3[N:14]=[C:13]([O:15][CH2:16][CH3:17])[N:12]([C:18]([O:20][C:21]([CH3:24])([CH3:23])[CH3:22])=[O:19])[C:11]=3[CH:25]=2)=[C:5]([CH3:32])[O:4][N:3]=1.[C:33]1([Mg]Cl)[CH:38]=[CH:37][CH:36]=[CH:35][CH:34]=1, predict the reaction product. The product is: [C:26]([C:9]1[C:10]2[N:14]=[C:13]([O:15][CH2:16][CH3:17])[N:12]([C:18]([O:20][C:21]([CH3:24])([CH3:22])[CH3:23])=[O:19])[C:11]=2[CH:25]=[C:7]([C:6]2[C:2]([CH3:1])=[N:3][O:4][C:5]=2[CH3:32])[CH:8]=1)(=[O:31])[C:33]1[CH:38]=[CH:37][CH:36]=[CH:35][CH:34]=1. (4) Given the reactants C([N:8]1[CH2:12][C:11]([CH3:14])([CH3:13])[C@H:10]([OH:15])[CH2:9]1)C1C=CC=CC=1.[ClH:16], predict the reaction product. The product is: [ClH:16].[CH3:13][C:11]1([CH3:14])[CH2:12][NH:8][CH2:9][C@H:10]1[OH:15]. (5) Given the reactants Cl[C:2]1[N:3]=[C:4]([N:24]2[CH2:29][CH2:28][O:27][CH2:26][CH2:25]2)[C:5]2[S:10][C:9]([CH2:11][N:12]3[CH2:17][CH2:16][CH:15]([N:18]4[CH2:23][CH2:22][CH2:21][CH2:20][CH2:19]4)[CH2:14][CH2:13]3)=[CH:8][C:6]=2[N:7]=1.[CH3:30][O:31][C:32]1[N:37]=[C:36]([O:38][CH3:39])[C:35](B2OC(C)(C)C(C)(C)O2)=[CH:34][N:33]=1, predict the reaction product. The product is: [CH3:30][O:31][C:32]1[N:37]=[C:36]([O:38][CH3:39])[C:35]([C:2]2[N:3]=[C:4]([N:24]3[CH2:29][CH2:28][O:27][CH2:26][CH2:25]3)[C:5]3[S:10][C:9]([CH2:11][N:12]4[CH2:17][CH2:16][CH:15]([N:18]5[CH2:23][CH2:22][CH2:21][CH2:20][CH2:19]5)[CH2:14][CH2:13]4)=[CH:8][C:6]=3[N:7]=2)=[CH:34][N:33]=1. (6) Given the reactants [C:1]([N:6]1[CH2:10][CH2:9][O:8][C:7]1=[O:11])(=[O:5])/[CH:2]=[CH:3]/[CH3:4].[NH2:12][C:13]1[CH:18]=[CH:17][CH:16]=[CH:15][CH:14]=1.CS(O)(=O)=O, predict the reaction product. The product is: [C:13]1([NH:12][CH:3]([CH3:4])[CH2:2][C:1]([N:6]2[CH2:10][CH2:9][O:8][C:7]2=[O:11])=[O:5])[CH:18]=[CH:17][CH:16]=[CH:15][CH:14]=1. (7) Given the reactants ClC1C=C(C=CC=1Cl)C([NH:7][CH:8]1[C:14](=[O:15])[NH:13][C:12]2[CH:16]=[CH:17][CH:18]=[CH:19][C:11]=2[C:10]([C:20]2[CH:25]=[CH:24][CH:23]=[CH:22][CH:21]=2)=[N:9]1)=O.[CH3:30][O:31][C:32]1[CH:40]=[C:39]([N+:41]([O-:43])=[O:42])[CH:38]=[CH:37][C:33]=1[C:34]([OH:36])=O.C(N(CC)CC)C.F[P-](F)(F)(F)(F)F.N1(OC(N(C)C)=[N+](C)C)C2C=CC=CC=2N=N1, predict the reaction product. The product is: [CH3:30][O:31][C:32]1[CH:40]=[C:39]([N+:41]([O-:43])=[O:42])[CH:38]=[CH:37][C:33]=1[C:34]([NH:7][CH:8]1[C:14](=[O:15])[NH:13][C:12]2[CH:16]=[CH:17][CH:18]=[CH:19][C:11]=2[C:10]([C:20]2[CH:21]=[CH:22][CH:23]=[CH:24][CH:25]=2)=[N:9]1)=[O:36].